This data is from Forward reaction prediction with 1.9M reactions from USPTO patents (1976-2016). The task is: Predict the product of the given reaction. (1) The product is: [F:39][C:40]([F:45])([F:44])[C:41]([OH:43])=[O:42].[C:31]([C@H:27]1[CH2:28][CH2:29][CH2:30][N:26]1[C:24](=[O:25])[CH2:23][NH:22][C:19]1[CH:20]=[CH:21][C:16]([NH:15][CH2:14][C:13]([N:9]2[CH2:10][CH2:11][CH2:12][C@@H:8]2[C:6]([OH:7])=[O:5])=[O:38])=[CH:17][CH:18]=1)([OH:33])=[O:32]. Given the reactants C([O:5][C:6]([C@H:8]1[CH2:12][CH2:11][CH2:10][N:9]1[C:13](=[O:38])[CH2:14][NH:15][C:16]1[CH:21]=[CH:20][C:19]([NH:22][CH2:23][C:24]([N:26]2[CH2:30][CH2:29][CH2:28][C@@H:27]2[C:31]([O:33]C(C)(C)C)=[O:32])=[O:25])=[CH:18][CH:17]=1)=[O:7])(C)(C)C.[F:39][C:40]([F:45])([F:44])[C:41]([OH:43])=[O:42], predict the reaction product. (2) The product is: [CH2:1]([CH:5]([CH2:11][C:12]1[CH:17]=[CH:16][C:15]([O:18][CH2:19][CH2:20][CH2:21][NH:22][C:23](=[O:36])[C:24]2[CH:29]=[CH:28][C:27]([C:30]3[CH:35]=[CH:34][CH:33]=[CH:32][N:31]=3)=[CH:26][CH:25]=2)=[CH:14][CH:13]=1)[C:6]([OH:8])=[O:7])[CH2:2][CH2:3][CH3:4]. Given the reactants [CH2:1]([CH:5]([CH2:11][C:12]1[CH:17]=[CH:16][C:15]([O:18][CH2:19][CH2:20][CH2:21][NH:22][C:23](=[O:36])[C:24]2[CH:29]=[CH:28][C:27]([C:30]3[CH:35]=[CH:34][CH:33]=[CH:32][N:31]=3)=[CH:26][CH:25]=2)=[CH:14][CH:13]=1)[C:6]([O:8]CC)=[O:7])[CH2:2][CH2:3][CH3:4].[OH-].[Na+], predict the reaction product. (3) Given the reactants [Br:1][C:2]1[CH:8]=[CH:7][C:5]([NH2:6])=[CH:4][CH:3]=1.C[Al](C)C.[F:13][C:14]1[CH:19]=[C:18]([F:20])[CH:17]=[CH:16][C:15]=1[C@@:21]([OH:47])([CH2:41][N:42]1[CH:46]=[N:45][CH:44]=[N:43]1)[C@H:22]([S:24][C@@H:25]1[CH2:30][O:29][C@@H:28]([C:31]2[CH:40]=[CH:39][C:34]([C:35](OC)=[O:36])=[CH:33][CH:32]=2)[O:27][CH2:26]1)[CH3:23], predict the reaction product. The product is: [Br:1][C:2]1[CH:8]=[CH:7][C:5]([NH:6][C:35](=[O:36])[C:34]2[CH:39]=[CH:40][C:31]([C@H:28]3[O:27][CH2:26][C@H:25]([S:24][C@H:22]([CH3:23])[C@:21]([C:15]4[CH:16]=[CH:17][C:18]([F:20])=[CH:19][C:14]=4[F:13])([OH:47])[CH2:41][N:42]4[CH:46]=[N:45][CH:44]=[N:43]4)[CH2:30][O:29]3)=[CH:32][CH:33]=2)=[CH:4][CH:3]=1. (4) Given the reactants N(OC(C)(C)C)=O.[CH3:8][O:9][C:10]1[CH:19]=[C:18]2[C:13]([CH:14]=[CH:15][CH:16]=[C:17]2N)=[CH:12][CH:11]=1.[ClH:21], predict the reaction product. The product is: [Cl:21][C:17]1[CH:16]=[CH:15][CH:14]=[C:13]2[C:18]=1[CH:19]=[C:10]([O:9][CH3:8])[CH:11]=[CH:12]2. (5) Given the reactants C(O)(=O)C.[CH3:5][O:6][C:7]1[CH:16]=[C:15]2[C:10]([CH2:11][CH2:12][C:13](=O)[C:14]2([CH3:18])[CH3:17])=[CH:9][CH:8]=1.Cl.[F:21][C:22]1[CH:23]=[C:24]([NH:28]N)[CH:25]=[CH:26][CH:27]=1.O, predict the reaction product. The product is: [F:21][C:22]1[CH:23]=[C:24]2[C:25]([C:12]3[CH2:11][C:10]4[CH:9]=[CH:8][C:7]([O:6][CH3:5])=[CH:16][C:15]=4[C:14]([CH3:18])([CH3:17])[C:13]=3[NH:28]2)=[CH:26][CH:27]=1. (6) Given the reactants [NH:1]1[CH2:6][CH2:5][O:4][CH2:3][CH2:2]1.[O-:7][N+:8]1[C:13]2[CH:14]=[C:15]3[CH2:20][CH2:19][O:18][C:16]3=[CH:17][C:12]=2[N:11]=[C:10]([CH2:21][CH2:22][CH:23]=O)[N:9]=1.[BH3-]C#N.[Na+].CC(O)=O, predict the reaction product. The product is: [N:1]1([CH2:23][CH2:22][CH2:21][C:10]2[N:9]=[N+:8]([O-:7])[C:13]3[CH:14]=[C:15]4[CH2:20][CH2:19][O:18][C:16]4=[CH:17][C:12]=3[N:11]=2)[CH2:6][CH2:5][O:4][CH2:3][CH2:2]1. (7) Given the reactants [CH3:1][C:2]1[CH:3]=[C:4]([CH:13]=O)[N:5]([C:7]2[CH:12]=[CH:11][CH:10]=[CH:9][CH:8]=2)[N:6]=1.C(O)(=O)C.[Cl:19][C:20]1[CH:21]=[C:22]([N:26]2[CH2:31][CH2:30][NH:29][CH2:28][CH2:27]2)[CH:23]=[CH:24][CH:25]=1.C([BH3-])#N.[Na+], predict the reaction product. The product is: [Cl:19][C:20]1[CH:21]=[C:22]([N:26]2[CH2:31][CH2:30][N:29]([CH2:13][C:4]3[N:5]([C:7]4[CH:12]=[CH:11][CH:10]=[CH:9][CH:8]=4)[N:6]=[C:2]([CH3:1])[CH:3]=3)[CH2:28][CH2:27]2)[CH:23]=[CH:24][CH:25]=1. (8) Given the reactants C(O[C:6]([N:8]1[CH2:12][C:11](=[N:13][O:14][CH3:15])[CH2:10][C@H:9]1[C:16]([OH:18])=O)=[O:7])(C)(C)C.[C:19]1([C:28]2[CH:33]=[CH:32][CH:31]=[CH:30][CH:29]=2)[CH:24]=[CH:23][C:22](C(Cl)=O)=[CH:21][CH:20]=1.[NH2:34][CH2:35][CH:36]([C:38]1[CH:43]=[CH:42][C:41]([OH:44])=[CH:40][CH:39]=1)[OH:37], predict the reaction product. The product is: [C:28]1([C:19]2[CH:20]=[CH:21][CH:22]=[CH:23][CH:24]=2)[CH:29]=[CH:30][C:31]([C:6]([N:8]2[CH2:12][C:11](=[N:13][O:14][CH3:15])[CH2:10][C@H:9]2[C:16]([NH:34][CH2:35][CH:36]([OH:37])[C:38]2[CH:43]=[CH:42][C:41]([OH:44])=[CH:40][CH:39]=2)=[O:18])=[O:7])=[CH:32][CH:33]=1. (9) The product is: [Br:28][C:26]1[CH:25]=[C:22]([CH:21]=[C:20]([C:36]#[C:35][C:33]2[N:34]=[C:30]([CH3:29])[S:31][CH:32]=2)[CH:27]=1)[C:23]#[N:24]. Given the reactants [F-].C([N+](CCCC)(CCCC)CCCC)CCC.Br[C:20]1[CH:21]=[C:22]([CH:25]=[C:26]([Br:28])[CH:27]=1)[C:23]#[N:24].[CH3:29][C:30]1[S:31][CH:32]=[C:33]([C:35]#[C:36][Si](C)(C)C)[N:34]=1.C(N(CC)CC)C, predict the reaction product.